From a dataset of Full USPTO retrosynthesis dataset with 1.9M reactions from patents (1976-2016). Predict the reactants needed to synthesize the given product. Given the product [Cl:24][C:21]1[CH:22]=[C:23]2[C:18](=[CH:19][CH:20]=1)[N:17]([CH2:25][C:26]1[CH:31]=[CH:30][C:29]([O:32][CH3:33])=[CH:28][C:27]=1[O:34][CH3:35])[C:16](=[O:36])[C:15]2([C:7]1[CH:8]=[C:9]([NH:12][CH3:13])[CH:10]=[CH:11][C:6]=1[Cl:5])[CH3:37], predict the reactants needed to synthesize it. The reactants are: B.CSC.[Cl:5][C:6]1[CH:11]=[CH:10][C:9]([NH:12][CH:13]=O)=[CH:8][C:7]=1[C:15]1([CH3:37])[C:23]2[C:18](=[CH:19][CH:20]=[C:21]([Cl:24])[CH:22]=2)[N:17]([CH2:25][C:26]2[CH:31]=[CH:30][C:29]([O:32][CH3:33])=[CH:28][C:27]=2[O:34][CH3:35])[C:16]1=[O:36].Cl.CO.